Dataset: Peptide-MHC class I binding affinity with 185,985 pairs from IEDB/IMGT. Task: Regression. Given a peptide amino acid sequence and an MHC pseudo amino acid sequence, predict their binding affinity value. This is MHC class I binding data. (1) The peptide sequence is VILYFMYRK. The MHC is HLA-A68:02 with pseudo-sequence HLA-A68:02. The binding affinity (normalized) is 0.0847. (2) The peptide sequence is ELWARISSSL. The MHC is HLA-A02:01 with pseudo-sequence HLA-A02:01. The binding affinity (normalized) is 0.336. (3) The peptide sequence is IYMLVGKYS. The MHC is HLA-A02:06 with pseudo-sequence HLA-A02:06. The binding affinity (normalized) is 0.0665. (4) The peptide sequence is VVRVRRELL. The MHC is HLA-B07:02 with pseudo-sequence HLA-B07:02. The binding affinity (normalized) is 0.169. (5) The peptide sequence is WSYKIHQEDKI. The MHC is Mamu-A02 with pseudo-sequence Mamu-A02. The binding affinity (normalized) is 0.362. (6) The peptide sequence is IRQAGVQYS. The MHC is HLA-A02:01 with pseudo-sequence HLA-A02:01. The binding affinity (normalized) is 0. (7) The peptide sequence is RRELSKEKL. The MHC is HLA-B51:01 with pseudo-sequence HLA-B51:01. The binding affinity (normalized) is 0.0847.